Dataset: Reaction yield outcomes from USPTO patents with 853,638 reactions. Task: Predict the reaction yield, written as a fraction of the theoretical maximum amount of product (1.0 means a 100% yield; for example, 0.34 means a 34% yield). (1) The product is [CH2:1]([C:3]1[CH:4]=[C:5]([C:8]([OH:10])([C:11]#[CH:12])[CH3:9])[S:6][CH:7]=1)[CH3:2]. The catalyst is C1COCC1. The reactants are [CH2:1]([C:3]1[CH:4]=[C:5]([C:8](=[O:10])[CH3:9])[S:6][CH:7]=1)[CH3:2].[C:11]([Mg]Br)#[CH:12].Cl. The yield is 0.634. (2) The reactants are [CH:1]([N:4]1[C:8]([C:9]2[N:18]=[C:17]3[N:11]([CH2:12][CH2:13][O:14][C:15]4[CH:22]=[C:21](O)[N:20]=[CH:19][C:16]=43)[CH:10]=2)=[N:7][CH:6]=[N:5]1)([CH3:3])[CH3:2].Cl.N1CCC[C@@H]1C[OH:28].CC[N:34]([CH:38]([CH3:40])C)[CH:35]([CH3:37])C. No catalyst specified. The product is [CH:1]([N:4]1[C:8]([C:9]2[N:18]=[C:17]3[C:16]4[CH:19]=[N:20][C:21]([N:34]5[CH2:35][CH2:37][C@@H:40]([OH:28])[CH2:38]5)=[CH:22][C:15]=4[O:14][CH2:13][CH2:12][N:11]3[CH:10]=2)=[N:7][CH:6]=[N:5]1)([CH3:3])[CH3:2]. The yield is 0.340. (3) The reactants are [CH3:1][O:2][C:3]1[C:8]([C:9]2[NH:10][C:11]3[C:16]([C:17]=2[CH:18]2[CH2:23][CH2:22][NH:21][CH2:20][CH2:19]2)=[CH:15][CH:14]=[CH:13][CH:12]=3)=[CH:7][CH:6]=[CH:5][N:4]=1.C(N(C(C)C)CC)(C)C.[C:33]1([S:39](Cl)(=[O:41])=[O:40])[CH:38]=[CH:37][CH:36]=[CH:35][CH:34]=1. The catalyst is ClCCl. The product is [C:33]1([S:39]([N:21]2[CH2:22][CH2:23][CH:18]([C:17]3[C:16]4[C:11](=[CH:12][CH:13]=[CH:14][CH:15]=4)[NH:10][C:9]=3[C:8]3[C:3]([O:2][CH3:1])=[N:4][CH:5]=[CH:6][CH:7]=3)[CH2:19][CH2:20]2)(=[O:41])=[O:40])[CH:38]=[CH:37][CH:36]=[CH:35][CH:34]=1. The yield is 0.240.